Predict the reaction yield, written as a fraction of the theoretical maximum amount of product (1.0 means a 100% yield; for example, 0.34 means a 34% yield). From a dataset of Reaction yield outcomes from USPTO patents with 853,638 reactions. (1) The reactants are [CH2:1]([C:4]1([C:18]2[CH:23]=[CH:22][CH:21]=[CH:20][CH:19]=2)[O:9][C:8](=[O:10])[N:7]([C:11]2[CH:16]=[CH:15][CH:14]=[C:13](Br)[CH:12]=2)[CH2:6][CH2:5]1)[CH:2]=[CH2:3].[F:24][C:25]1[CH:30]=[C:29]([F:31])[CH:28]=[CH:27][C:26]=1B(O)O.C([O-])([O-])=O.[K+].[K+]. The catalyst is O1CCOCC1. The product is [CH2:1]([C:4]1([C:18]2[CH:23]=[CH:22][CH:21]=[CH:20][CH:19]=2)[O:9][C:8](=[O:10])[N:7]([C:11]2[CH:12]=[C:13]([C:28]3[CH:27]=[CH:26][C:25]([F:24])=[CH:30][C:29]=3[F:31])[CH:14]=[CH:15][CH:16]=2)[CH2:6][CH2:5]1)[CH:2]=[CH2:3]. The yield is 0.180. (2) The reactants are [H-].[Na+].[CH2:3]([N:10]1[CH2:15][CH2:14][C:13]([CH2:24][OH:25])([CH2:16][C:17]2[CH:22]=[CH:21][CH:20]=[CH:19][C:18]=2F)[CH2:12][CH2:11]1)[C:4]1[CH:9]=[CH:8][CH:7]=[CH:6][CH:5]=1. The catalyst is CCCCCCC.O1CCCC1. The product is [CH2:3]([N:10]1[CH2:15][CH2:14][C:13]2([CH2:16][C:17]3[C:22](=[CH:21][CH:20]=[CH:19][CH:18]=3)[O:25][CH2:24]2)[CH2:12][CH2:11]1)[C:4]1[CH:9]=[CH:8][CH:7]=[CH:6][CH:5]=1. The yield is 0.890. (3) The reactants are [Cl:1][C:2]1[C:3](F)=[C:4]([I:14])[C:5]([O:11][CH2:12][CH3:13])=[C:6]([C:8](=[O:10])[CH3:9])[CH:7]=1.[C-:16]#[N:17].[K+].C(=O)(O)[O-].[Na+].O. The catalyst is CN(C)C=O.C(OCC)(=O)C. The product is [C:8]([C:6]1[CH:7]=[C:2]([Cl:1])[C:3]([C:16]#[N:17])=[C:4]([I:14])[C:5]=1[O:11][CH2:12][CH3:13])(=[O:10])[CH3:9]. The yield is 0.810. (4) The yield is 1.00. The product is [CH3:4][C:2]([Si:5]([CH3:33])([CH3:32])[O:6][C@H:7]1[CH2:8][NH:9][CH2:10][C@@H:11]([CH2:13][NH:14][C:15](=[O:16])[O:17][C:18]([CH3:21])([CH3:20])[CH3:19])[CH2:12]1)([CH3:1])[CH3:3]. The catalyst is CCO.[Pd]. The reactants are [CH3:1][C:2]([Si:5]([CH3:33])([CH3:32])[O:6][C@H:7]1[CH2:12][C@@H:11]([CH2:13][NH:14][C:15]([O:17][C:18]([CH3:21])([CH3:20])[CH3:19])=[O:16])[CH2:10][N:9](C(OCC2C=CC=CC=2)=O)[CH2:8]1)([CH3:4])[CH3:3].[H][H].N#N. (5) The reactants are C[O:2][C:3]([C:5]1[C:6](=[O:21])[C:7]2[C:12]([C:13]=1[C:14]1[CH:19]=[CH:18][CH:17]=[CH:16][CH:15]=1)=[CH:11][CH:10]=[C:9]([OH:20])[CH:8]=2)=[O:4].CSC.B(Br)(Br)Br.C(=O)(O)[O-].[Na+].Cl. The catalyst is ClC(Cl)C. The product is [OH:20][C:9]1[CH:8]=[C:7]2[C:12]([C:13]([C:14]3[CH:19]=[CH:18][CH:17]=[CH:16][CH:15]=3)=[C:5]([C:3]([OH:4])=[O:2])[C:6]2=[O:21])=[CH:11][CH:10]=1. The yield is 0.486. (6) The reactants are [C:1]([C:3]1[CH:4]=[C:5]([CH:10]=[CH:11][C:12]=1[OH:13])[C:6]([O:8][CH3:9])=[O:7])#[N:2].CI.[C:16]([O-])([O-])=O.[K+].[K+]. The catalyst is CN(C=O)C.O. The product is [C:1]([C:3]1[CH:4]=[C:5]([CH:10]=[CH:11][C:12]=1[O:13][CH3:16])[C:6]([O:8][CH3:9])=[O:7])#[N:2]. The yield is 0.520. (7) The reactants are [BH4-].[Li+].C(O[CH2:7][C:8]1[CH:13]=[CH:12][C:11]([O:14][CH2:15][O:16][CH2:17][CH2:18][O:19][CH3:20])=[C:10]([F:21])[CH:9]=1)(=O)C.[O:22]1CCC[CH2:23]1. No catalyst specified. The product is [F:21][C:10]1[CH:9]=[C:8]([CH2:7][CH2:23][OH:22])[CH:13]=[CH:12][C:11]=1[O:14][CH2:15][O:16][CH2:17][CH2:18][O:19][CH3:20]. The yield is 0.990. (8) The reactants are [CH2:1]([O:3][C:4]([C:6]1[CH:7]=[C:8]([CH:12]=[C:13]([C:15]([O:17][CH2:18][CH3:19])=[O:16])[CH:14]=1)[C:9](O)=[O:10])=[O:5])[CH3:2].O=S(Cl)Cl.CN.C[CH2:27][N:28](CC)CC. The catalyst is CCN(CC)CC. The product is [CH3:27][NH:28][C:9]([C:8]1[CH:12]=[C:13]([C:15]([O:17][CH2:18][CH3:19])=[O:16])[CH:14]=[C:6]([CH:7]=1)[C:4]([O:3][CH2:1][CH3:2])=[O:5])=[O:10]. The yield is 0.700. (9) The reactants are Cl.[NH2:2][CH2:3][C:4]1[CH:12]=[CH:11][CH:10]=[C:9]2[C:5]=1[C:6](=[O:22])[N:7]([CH:14]1[CH2:19][CH2:18][C:17](=[O:20])[NH:16][C:15]1=[O:21])[C:8]2=[O:13].[N:23]1[CH:28]=[CH:27][N:26]=[CH:25][C:24]=1[C:29](Cl)=[O:30].C(N(CC)CC)C.O. The catalyst is C1COCC1. The product is [O:21]=[C:15]1[CH:14]([N:7]2[C:6](=[O:22])[C:5]3[C:9](=[CH:10][CH:11]=[CH:12][C:4]=3[CH2:3][NH:2][C:29]([C:24]3[CH:25]=[N:26][CH:27]=[CH:28][N:23]=3)=[O:30])[C:8]2=[O:13])[CH2:19][CH2:18][C:17](=[O:20])[NH:16]1. The yield is 0.610.